From a dataset of Catalyst prediction with 721,799 reactions and 888 catalyst types from USPTO. Predict which catalyst facilitates the given reaction. Reactant: [Br:1]Br.O.ClCCl.[Cl:7][C:8]1[C:13]([Cl:14])=[CH:12][CH:11]=[CH:10][C:9]=1[OH:15]. Product: [Br:1][C:12]1[CH:11]=[CH:10][C:9]([OH:15])=[C:8]([Cl:7])[C:13]=1[Cl:14]. The catalyst class is: 671.